This data is from Catalyst prediction with 721,799 reactions and 888 catalyst types from USPTO. The task is: Predict which catalyst facilitates the given reaction. (1) Reactant: C[O:2][C:3]([C:5]1[CH:13]=[C:12]2[C:8]([C:9]([CH2:15][N:16]3[CH2:21][CH2:20][O:19][CH2:18][CH2:17]3)=[CH:10][N:11]2[CH3:14])=[CH:7][CH:6]=1)=[O:4].[OH-].[K+:23]. Product: [CH3:14][N:11]1[C:12]2[C:8](=[CH:7][CH:6]=[C:5]([C:3]([O-:4])=[O:2])[CH:13]=2)[C:9]([CH2:15][N:16]2[CH2:21][CH2:20][O:19][CH2:18][CH2:17]2)=[CH:10]1.[K+:23]. The catalyst class is: 41. (2) Reactant: [C:1]1([CH2:7][CH2:8][CH2:9][CH:10]([NH:20][C:21]([CH:23]2[CH2:28][CH2:27][NH:26][CH2:25][CH2:24]2)=[O:22])[CH2:11][CH2:12][CH2:13][C:14]2[CH:19]=[CH:18][CH:17]=[CH:16][CH:15]=2)[CH:6]=[CH:5][CH:4]=[CH:3][CH:2]=1.[O:29]1[CH2:31][C@@H:30]1[CH2:32][O:33][C:34]1[C:43]2[C:38](=[CH:39][CH:40]=[CH:41][CH:42]=2)[N:37]=[CH:36][CH:35]=1. Product: [C:1]1([CH2:7][CH2:8][CH2:9][CH:10]([NH:20][C:21]([CH:23]2[CH2:28][CH2:27][N:26]([CH2:31][C@@H:30]([OH:29])[CH2:32][O:33][C:34]3[C:43]4[C:38](=[CH:39][CH:40]=[CH:41][CH:42]=4)[N:37]=[CH:36][CH:35]=3)[CH2:25][CH2:24]2)=[O:22])[CH2:11][CH2:12][CH2:13][C:14]2[CH:19]=[CH:18][CH:17]=[CH:16][CH:15]=2)[CH:6]=[CH:5][CH:4]=[CH:3][CH:2]=1. The catalyst class is: 8. (3) Reactant: C([N:8]1[CH2:25][CH2:24][C:11]2[N:12]=[CH:13][N:14]=[C:15]([NH:16][C:17]3[CH:22]=[CH:21][C:20]([F:23])=[CH:19][CH:18]=3)[C:10]=2[CH2:9]1)C1C=CC=CC=1. Product: [F:23][C:20]1[CH:21]=[CH:22][C:17]([NH:16][C:15]2[C:10]3[CH2:9][NH:8][CH2:25][CH2:24][C:11]=3[N:12]=[CH:13][N:14]=2)=[CH:18][CH:19]=1. The catalyst class is: 293. (4) Reactant: [Br:1][C:2]1[CH:6]=[CH:5][S:4][C:3]=1[C:7]([C:9]1[CH:14]=[CH:13][C:12]([O:15][CH3:16])=[CH:11][CH:10]=1)=O.Cl.[NH2:18][OH:19].N1C=CC=CC=1.Cl. Product: [Br:1][C:2]1[CH:6]=[CH:5][S:4][C:3]=1[C:7]([C:9]1[CH:14]=[CH:13][C:12]([O:15][CH3:16])=[CH:11][CH:10]=1)=[N:18][OH:19]. The catalyst class is: 93. (5) Reactant: [NH2:1][C:2]1[CH:7]=[CH:6][C:5]([C:8]2[CH:13]=[CH:12][C:11]([C:14](=[O:27])[CH2:15][CH:16]([C:22]([O:24][CH2:25][CH3:26])=[O:23])[C:17]([O:19][CH2:20][CH3:21])=[O:18])=[CH:10][CH:9]=2)=[CH:4][CH:3]=1.[C:28](Cl)(=[O:33])[CH2:29][CH2:30][CH2:31][CH3:32]. Product: [O:27]=[C:14]([C:11]1[CH:10]=[CH:9][C:8]([C:5]2[CH:4]=[CH:3][C:2]([NH:1][C:28](=[O:33])[CH2:29][CH2:30][CH2:31][CH3:32])=[CH:7][CH:6]=2)=[CH:13][CH:12]=1)[CH2:15][CH:16]([C:22]([O:24][CH2:25][CH3:26])=[O:23])[C:17]([O:19][CH2:20][CH3:21])=[O:18]. The catalyst class is: 4. (6) Reactant: [OH:1][C:2]1[CH:3]=[C:4]2[C:9](=[CH:10][CH:11]=1)[CH:8]=[C:7](B(O)O)[CH:6]=[CH:5]2.Cl[C:16]1[N:21]=[CH:20][C:19]([C:22]([OH:24])=[O:23])=[CH:18][N:17]=1. Product: [OH:1][C:2]1[CH:3]=[C:4]2[C:9](=[CH:10][CH:11]=1)[CH:8]=[C:7]([C:16]1[N:21]=[CH:20][C:19]([C:22]([OH:24])=[O:23])=[CH:18][N:17]=1)[CH:6]=[CH:5]2. The catalyst class is: 38.